From a dataset of Reaction yield outcomes from USPTO patents with 853,638 reactions. Predict the reaction yield, written as a fraction of the theoretical maximum amount of product (1.0 means a 100% yield; for example, 0.34 means a 34% yield). (1) The reactants are [NH:1]([C:3]1[CH:4]=[CH:5][C:6]([CH3:9])=[N:7][CH:8]=1)[NH2:2].[CH3:10][C:11]([CH3:18])([CH3:17])[C:12](=O)[CH2:13][C:14]#[N:15].Cl.C(=O)([O-])O.[Na+]. The catalyst is CCO. The product is [NH2:15][C:14]1[N:1]([C:3]2[CH:4]=[CH:5][C:6]([CH3:9])=[N:7][CH:8]=2)[N:2]=[C:12]([C:11]([CH3:18])([CH3:17])[CH3:10])[CH:13]=1. The yield is 0.620. (2) The reactants are [N:1]1[N:2]=[CH:3][N:4]([CH:6]2[C@@H:11]3[C@H:7]2[CH2:8][N:9](C(OC(C)(C)C)=O)[CH2:10]3)[CH:5]=1.[ClH:19]. The catalyst is C(OC)(C)(C)C. The product is [ClH:19].[N:1]1[N:2]=[CH:3][N:4]([CH:6]2[C@@H:7]3[C@H:11]2[CH2:10][NH:9][CH2:8]3)[CH:5]=1. The yield is 0.810. (3) The reactants are [OH:1][CH:2]([C:20]1[CH:25]=[CH:24][C:23]([O:26][CH3:27])=[CH:22][CH:21]=1)[CH:3]1[CH2:7][O:6]C(C)(C)[N:4]1[C:10]([O:12][CH2:13][C:14]1[CH:19]=[CH:18][CH:17]=[CH:16][CH:15]=1)=[O:11]. The catalyst is CO. The product is [OH:1][C@H:2]([C:20]1[CH:21]=[CH:22][C:23]([O:26][CH3:27])=[CH:24][CH:25]=1)[C@H:3]([NH:4][C:10](=[O:11])[O:12][CH2:13][C:14]1[CH:19]=[CH:18][CH:17]=[CH:16][CH:15]=1)[CH2:7][OH:6]. The yield is 0.840. (4) The reactants are [Cl:1][C:2]1[CH:7]=[CH:6][N:5]=[C:4]([C:8]([OH:10])=O)[CH:3]=1.[CH:11]1([N:14]2[C:18]([C:19]3[N:24]=[C:23]([NH2:25])[CH:22]=[CH:21][CH:20]=3)=[CH:17][N:16]=[CH:15]2)[CH2:13][CH2:12]1.F[P-](F)(F)(F)(F)F.N1(OC(N(C)C)=[N+](C)C)C2N=CC=CC=2N=N1.CN1CCOCC1. The catalyst is CN(C)C=O. The product is [Cl:1][C:2]1[CH:7]=[CH:6][N:5]=[C:4]([C:8]([NH:25][C:23]2[CH:22]=[CH:21][CH:20]=[C:19]([C:18]3[N:14]([CH:11]4[CH2:13][CH2:12]4)[CH:15]=[N:16][CH:17]=3)[N:24]=2)=[O:10])[CH:3]=1. The yield is 0.470. (5) The yield is 0.990. The catalyst is CCO.S([O-])([O-])(=O)=O.[Ag+2]. The reactants are [I:1]I.[NH2:3][C:4]1[CH:13]=[C:12]([Cl:14])[CH:11]=[CH:10][C:5]=1[C:6]([O:8][CH3:9])=[O:7]. The product is [NH2:3][C:4]1[CH:13]=[C:12]([Cl:14])[C:11]([I:1])=[CH:10][C:5]=1[C:6]([O:8][CH3:9])=[O:7].